From a dataset of hERG Central: cardiac toxicity at 1µM, 10µM, and general inhibition. Predict hERG channel inhibition at various concentrations. (1) The compound is COCCOC(=O)c1c(N)n(Cc2ccco2)c2nc3ccccc3nc12. Results: hERG_inhib (hERG inhibition (general)): blocker. (2) The compound is Cc1ccccc1C(=O)Nc1ccccc1N1CCN(C(=O)c2ccccc2)CC1. Results: hERG_inhib (hERG inhibition (general)): blocker. (3) The molecule is CC(CCc1ccccc1)N(C)CC(O)c1cccc([N+](=O)[O-])c1.Cl. Results: hERG_inhib (hERG inhibition (general)): blocker.